The task is: Predict the product of the given reaction.. This data is from Forward reaction prediction with 1.9M reactions from USPTO patents (1976-2016). (1) Given the reactants [CH3:1][C:2]1[C:11]2[C:6](=[CH:7][CH:8]=[CH:9][CH:10]=2)[C:5]([C:12]2[C:25]3[C:26]4=[C:27]5[C:22](=[CH:23][CH:24]=3)[CH:21]=[CH:20][C:19]([C:28]3[C:37]6[C:32](=[CH:33][CH:34]=[CH:35][CH:36]=6)[C:31]([CH3:38])=[CH:30][CH:29]=3)=[C:18]5[CH:17]=[CH:16][C:15]4=[CH:14][CH:13]=2)=[CH:4][CH:3]=1.[Br:39]N1C(=O)CCC1=O.CN(C)C=O, predict the reaction product. The product is: [Br:39][C:21]1[C:22]2[C:27]3=[C:26]4[C:25](=[CH:24][CH:23]=2)[C:12]([C:5]2[C:6]5[C:11](=[CH:10][CH:9]=[CH:8][CH:7]=5)[C:2]([CH3:1])=[CH:3][CH:4]=2)=[CH:13][CH:14]=[C:15]4[CH:16]=[CH:17][C:18]3=[C:19]([C:28]2[C:37]3[C:32](=[CH:33][CH:34]=[CH:35][CH:36]=3)[C:31]([CH3:38])=[CH:30][CH:29]=2)[CH:20]=1. (2) Given the reactants [CH3:1][Si:2]([CH2:5][O:6][C:7]1[CH:14]=[CH:13][C:10]([CH:11]=O)=[CH:9][CH:8]=1)([CH3:4])[CH3:3].[C:15]([NH2:21])(=[O:20])[CH2:16][C:17]([NH2:19])=[O:18].N1CCCCC1.C(O)(=O)C, predict the reaction product. The product is: [CH3:1][Si:2]([CH2:5][O:6][C:7]1[CH:14]=[CH:13][C:10]([CH:11]=[C:16]([C:15]([NH2:21])=[O:20])[C:17]([NH2:19])=[O:18])=[CH:9][CH:8]=1)([CH3:4])[CH3:3].